From a dataset of Forward reaction prediction with 1.9M reactions from USPTO patents (1976-2016). Predict the product of the given reaction. (1) Given the reactants [C:1]1([C:7]([OH:9])=[O:8])([C:4](O)=[O:5])[CH2:3][CH2:2]1.C(N(CC)CC)C.S(Cl)(Cl)=O.[C:21]1([NH2:27])[CH:26]=[CH:25][CH:24]=[CH:23][CH:22]=1, predict the reaction product. The product is: [C:21]1([NH:27][C:4]([C:1]2([C:7]([OH:9])=[O:8])[CH2:3][CH2:2]2)=[O:5])[CH:26]=[CH:25][CH:24]=[CH:23][CH:22]=1. (2) The product is: [F:34][C:35]1[CH:40]=[CH:39][C:38]([C:41]2[O:59][C:44]3=[N:45][CH:46]=[C:47]([C:49]4[CH:50]=[C:51]([C:52](=[O:54])[NH:75][C:72]5([C:67]6[CH:68]=[CH:69][CH:70]=[CH:71][N:66]=6)[CH2:74][CH2:73]5)[CH:55]=[CH:56][C:57]=4[CH3:58])[CH:48]=[C:43]3[C:42]=2[C:60]([O:62][CH3:63])=[O:61])=[CH:37][CH:36]=1. Given the reactants CCN(C(C)C)C(C)C.CN(C(ON1N=NC2C=CC=NC1=2)=[N+](C)C)C.F[P-](F)(F)(F)(F)F.[F:34][C:35]1[CH:40]=[CH:39][C:38]([C:41]2[O:59][C:44]3=[N:45][CH:46]=[C:47]([C:49]4[CH:50]=[C:51]([CH:55]=[CH:56][C:57]=4[CH3:58])[C:52]([OH:54])=O)[CH:48]=[C:43]3[C:42]=2[C:60]([O:62][CH3:63])=[O:61])=[CH:37][CH:36]=1.Cl.Cl.[N:66]1[CH:71]=[CH:70][CH:69]=[CH:68][C:67]=1[C:72]1([NH2:75])[CH2:74][CH2:73]1, predict the reaction product. (3) Given the reactants Cl[C:2]1[N:11]=[C:10]2[C:5]([C:6](=[O:28])[C:7]([C:23]([O:25][CH2:26][CH3:27])=[O:24])=[CH:8][N:9]2[CH2:12][C:13]2[CH:18]=[CH:17][C:16]([O:19][CH3:20])=[CH:15][C:14]=2[O:21][CH3:22])=[CH:4][C:3]=1F.N1([CH2:36][OH:37])CCCCC1.[CH:38](N(C(C)C)CC)([CH3:40])[CH3:39].O.[C:48](#[N:50])[CH3:49], predict the reaction product. The product is: [CH3:22][O:21][C:14]1[CH:15]=[C:16]([O:19][CH3:20])[CH:17]=[CH:18][C:13]=1[CH2:12][N:9]1[C:10]2[C:5](=[CH:4][CH:3]=[C:2]([N:50]3[CH2:40][CH2:38][CH2:39][CH2:49][CH:48]3[CH2:36][OH:37])[N:11]=2)[C:6](=[O:28])[C:7]([C:23]([O:25][CH2:26][CH3:27])=[O:24])=[CH:8]1. (4) Given the reactants [NH2:1][C:2]1[CH:7]=[C:6]([O:8][CH3:9])[CH:5]=[CH:4][C:3]=1[CH2:10][OH:11], predict the reaction product. The product is: [NH2:1][C:2]1[CH:7]=[C:6]([O:8][CH3:9])[CH:5]=[CH:4][C:3]=1[CH:10]=[O:11]. (5) Given the reactants [NH2:1][C:2]1[CH:11]=[C:10]2[C:5]([C:6]([CH3:13])=[CH:7][C:8](=[O:12])[NH:9]2)=[CH:4][CH:3]=1.[C:14]1([C:23]2[CH:28]=[CH:27][CH:26]=[CH:25][CH:24]=2)[CH:19]=[CH:18][C:17]([C:20](O)=[O:21])=[CH:16][CH:15]=1, predict the reaction product. The product is: [CH3:13][C:6]1[C:5]2[C:10](=[CH:11][C:2]([NH:1][C:20]([C:17]3[CH:18]=[CH:19][C:14]([C:23]4[CH:24]=[CH:25][CH:26]=[CH:27][CH:28]=4)=[CH:15][CH:16]=3)=[O:21])=[CH:3][CH:4]=2)[NH:9][C:8](=[O:12])[CH:7]=1. (6) Given the reactants [C:1]([Si:5]([CH3:17])([CH3:16])[O:6][C:7]1[CH:8]=[C:9]([C:13](=[O:15])[CH3:14])[CH:10]=[CH:11][CH:12]=1)([CH3:4])([CH3:3])[CH3:2].[BH4-].[Na+], predict the reaction product. The product is: [C:1]([Si:5]([CH3:17])([CH3:16])[O:6][C:7]1[CH:8]=[C:9]([CH:13]([OH:15])[CH3:14])[CH:10]=[CH:11][CH:12]=1)([CH3:2])([CH3:4])[CH3:3]. (7) The product is: [Br:22][C:23]1[CH:24]=[CH:25][C:26]([N:29]2[CH2:34][CH2:33][N:32]([CH2:19][C:18]([O:17][CH3:16])=[O:21])[CH2:31][CH2:30]2)=[CH:27][CH:28]=1. Given the reactants C(N(CC)C(C)C)(C)C.C(=O)([O-])[O-].[K+].[K+].[CH3:16][O:17][C:18](=[O:21])[CH2:19]Cl.[Br:22][C:23]1[CH:28]=[CH:27][C:26]([N:29]2[CH2:34][CH2:33][NH:32][CH2:31][CH2:30]2)=[CH:25][CH:24]=1, predict the reaction product.